From a dataset of Peptide-MHC class I binding affinity with 185,985 pairs from IEDB/IMGT. Regression. Given a peptide amino acid sequence and an MHC pseudo amino acid sequence, predict their binding affinity value. This is MHC class I binding data. The peptide sequence is LLTACTIFYI. The MHC is HLA-A02:03 with pseudo-sequence HLA-A02:03. The binding affinity (normalized) is 0.772.